This data is from Forward reaction prediction with 1.9M reactions from USPTO patents (1976-2016). The task is: Predict the product of the given reaction. Given the reactants [CH:1]1([C:6]2[CH:7]=[N:8][N:9]3[CH2:14][CH2:13][NH:12][CH2:11][C:10]=23)[CH2:5][CH2:4][CH2:3][CH2:2]1.[C:15]1(B(O)O)CCCCC=1, predict the reaction product. The product is: [CH:1]1([C:6]2[CH:7]=[N:8][N:9]3[CH2:14][CH2:13][NH:12][CH2:11][C:10]=23)[CH2:15][CH2:2][CH2:3][CH2:4][CH2:5]1.